From a dataset of Full USPTO retrosynthesis dataset with 1.9M reactions from patents (1976-2016). Predict the reactants needed to synthesize the given product. Given the product [C:1]([O:5][C:6]([N:8]1[CH2:12][C@H:11]([O:13][CH3:14])[CH2:10][C@@H:9]1[C:15](=[O:17])[NH:27][C:24]1[CH:23]=[CH:22][C:21]([C:20]([O:19][CH3:18])=[O:28])=[CH:26][CH:25]=1)=[O:7])([CH3:2])([CH3:3])[CH3:4], predict the reactants needed to synthesize it. The reactants are: [C:1]([O:5][C:6]([N:8]1[CH2:12][C@H:11]([O:13][CH3:14])[CH2:10][C@@H:9]1[C:15]([OH:17])=O)=[O:7])([CH3:4])([CH3:3])[CH3:2].[CH3:18][O:19][C:20](=[O:28])[C:21]1[CH:26]=[CH:25][C:24]([NH2:27])=[CH:23][CH:22]=1.CCOC1N(C(OCC)=O)C2C(=CC=CC=2)C=C1.C(N(CC)CC)C.